This data is from Catalyst prediction with 721,799 reactions and 888 catalyst types from USPTO. The task is: Predict which catalyst facilitates the given reaction. Reactant: [O:1]1[CH:5]=[C:4]([C:6]([OH:8])=O)[N:3]=[CH:2]1.C(N(CC)C(C)C)(C)C.F[P-](F)(F)(F)(F)F.C[N+](C)=C(N(C)C)ON1C2N=CC=CC=2N=N1.[Cl:42][C:43]1[CH:44]=[C:45]([CH:47]=[CH:48][C:49]=1[F:50])[NH2:46].C([O-])(O)=O.[Na+]. Product: [Cl:42][C:43]1[CH:44]=[C:45]([NH:46][C:6]([C:4]2[N:3]=[CH:2][O:1][CH:5]=2)=[O:8])[CH:47]=[CH:48][C:49]=1[F:50]. The catalyst class is: 9.